The task is: Predict the reaction yield, written as a fraction of the theoretical maximum amount of product (1.0 means a 100% yield; for example, 0.34 means a 34% yield).. This data is from Reaction yield outcomes from USPTO patents with 853,638 reactions. The reactants are [N:1]([CH2:4][CH2:5][O:6][C:7]1[CH:12]=[CH:11][C:10]([C:13]2[N:14]([CH2:26][CH3:27])[C:15]3[C:20]([C:21]=2[C:22]#[N:23])=[CH:19][CH:18]=[C:17]([O:24][CH3:25])[CH:16]=3)=[CH:9][CH:8]=1)=[N+]=[N-].Cl. The catalyst is [Pd].CO. The product is [NH2:1][CH2:4][CH2:5][O:6][C:7]1[CH:12]=[CH:11][C:10]([C:13]2[N:14]([CH2:26][CH3:27])[C:15]3[C:20]([C:21]=2[C:22]#[N:23])=[CH:19][CH:18]=[C:17]([O:24][CH3:25])[CH:16]=3)=[CH:9][CH:8]=1. The yield is 0.780.